This data is from Forward reaction prediction with 1.9M reactions from USPTO patents (1976-2016). The task is: Predict the product of the given reaction. (1) The product is: [NH2:18][C:16]1[NH:15][N:14]=[C:13]([NH:12][C:5]2[CH:6]=[C:7]([C:8]([F:11])([F:10])[F:9])[C:2]([C:57]3[CH:56]=[CH:55][CH:54]=[C:53]([CH2:52][NH:51][S:48]([CH3:47])(=[O:49])=[O:50])[CH:58]=3)=[C:3]([Cl:19])[CH:4]=2)[N:17]=1. Given the reactants Br[C:2]1[C:7]([C:8]([F:11])([F:10])[F:9])=[CH:6][C:5]([NH:12][C:13]2[N:17]=[C:16]([NH2:18])[NH:15][N:14]=2)=[CH:4][C:3]=1[Cl:19].CN1C(C)(C)CC(SC2C=CC(B3OC(C)(C)C(C)(C)O3)=CC=2)CC1(C)C.[CH3:47][S:48]([NH:51][CH2:52][C:53]1[CH:54]=[C:55](B(O)O)[CH:56]=[CH:57][CH:58]=1)(=[O:50])=[O:49].C([O-])([O-])=O.[K+].[K+], predict the reaction product. (2) Given the reactants [CH:1]1[C:6]([CH:7]=[O:8])=[CH:5][CH:4]=[C:3]([CH:9]=O)[CH:2]=1.[H][H].[NH2:13][CH2:14][C:15]1[CH:20]=[CH:19][CH:18]=[CH:17][N:16]=1, predict the reaction product. The product is: [N:16]1[CH:17]=[CH:18][CH:19]=[CH:20][C:15]=1[CH2:14][NH:13][CH2:9][C:3]1[CH:2]=[CH:1][C:6]([CH2:7][OH:8])=[CH:5][CH:4]=1. (3) Given the reactants C(OC([N:8]1[CH2:31][CH2:30][C:11]2([N:15]([C:16]3[CH:21]=[CH:20][CH:19]=[CH:18][CH:17]=3)[CH2:14][N:13]([CH2:22][C:23]3[CH:28]=[CH:27][CH:26]=[CH:25][CH:24]=3)[C:12]2=[O:29])[CH2:10][CH2:9]1)=O)(C)(C)C.Cl, predict the reaction product. The product is: [CH2:22]([N:13]1[C:12](=[O:29])[C:11]2([CH2:30][CH2:31][NH:8][CH2:9][CH2:10]2)[N:15]([C:16]2[CH:21]=[CH:20][CH:19]=[CH:18][CH:17]=2)[CH2:14]1)[C:23]1[CH:24]=[CH:25][CH:26]=[CH:27][CH:28]=1. (4) Given the reactants Br[C:2]1[CH:18]=[C:17]([CH2:19][CH3:20])[C:5]([C:6]([NH:8][CH2:9][C:10]2[CH:15]=[CH:14][C:13]([Cl:16])=[CH:12][CH:11]=2)=[O:7])=[C:4]([CH2:21][CH3:22])[CH:3]=1.[NH:23]1[CH2:28][CH2:27][O:26][CH2:25][CH2:24]1.C(=O)([O-])[O-].[Cs+].[Cs+].C1(P(C2C=CC=CC=2)C2C=CC3C(=CC=CC=3)C=2C2C3C(=CC=CC=3)C=CC=2P(C2C=CC=CC=2)C2C=CC=CC=2)C=CC=CC=1, predict the reaction product. The product is: [Cl:16][C:13]1[CH:14]=[CH:15][C:10]([CH2:9][NH:8][C:6](=[O:7])[C:5]2[C:17]([CH2:19][CH3:20])=[CH:18][C:2]([N:23]3[CH2:28][CH2:27][O:26][CH2:25][CH2:24]3)=[CH:3][C:4]=2[CH2:21][CH3:22])=[CH:11][CH:12]=1. (5) Given the reactants Cl[CH2:2][C:3]([N:5]1[CH2:10][CH2:9][CH:8]([CH2:11][C:12]2[CH:17]=[CH:16][C:15]([F:18])=[CH:14][CH:13]=2)[CH2:7][CH2:6]1)=[O:4].[NH2:19][C:20]1[CH:29]=[CH:28][C:23]2[NH:24][C:25](=[O:27])[O:26][C:22]=2[CH:21]=1, predict the reaction product. The product is: [F:18][C:15]1[CH:16]=[CH:17][C:12]([CH2:11][CH:8]2[CH2:9][CH2:10][N:5]([C:3](=[O:4])[CH2:2][NH:19][C:20]3[CH:29]=[CH:28][C:23]4[NH:24][C:25](=[O:27])[O:26][C:22]=4[CH:21]=3)[CH2:6][CH2:7]2)=[CH:13][CH:14]=1. (6) Given the reactants C([O:8][C:9]([C:11]1([N:16]([S:23]([C:26]2[CH:31]=[CH:30][C:29]([C:32]3[CH:37]=[CH:36][C:35]([F:38])=[CH:34][CH:33]=3)=[CH:28][CH:27]=2)(=[O:25])=[O:24])[CH2:17][CH2:18][C:19]([O:21][CH3:22])=[O:20])[CH2:15][CH2:14][CH2:13][CH2:12]1)=[O:10])C1C=CC=CC=1, predict the reaction product. The product is: [F:38][C:35]1[CH:34]=[CH:33][C:32]([C:29]2[CH:30]=[CH:31][C:26]([S:23]([N:16]([CH2:17][CH2:18][C:19]([O:21][CH3:22])=[O:20])[C:11]3([C:9]([OH:10])=[O:8])[CH2:15][CH2:14][CH2:13][CH2:12]3)(=[O:24])=[O:25])=[CH:27][CH:28]=2)=[CH:37][CH:36]=1. (7) The product is: [CH3:12][O:13][C:14]1[CH:15]=[C:16](/[C:17](=[CH:4]/[C:3]2[CH:6]=[CH:7][C:8]([F:11])=[C:9]([F:10])[C:2]=2[F:1])/[C:18]#[N:19])[CH:20]=[CH:21][C:22]=1[O:23][CH3:24]. Given the reactants [F:1][C:2]1[C:9]([F:10])=[C:8]([F:11])[CH:7]=[CH:6][C:3]=1[CH:4]=O.[CH3:12][O:13][C:14]1[CH:15]=[C:16]([CH:20]=[CH:21][C:22]=1[O:23][CH3:24])[CH2:17][C:18]#[N:19], predict the reaction product. (8) The product is: [F:12][C:7]1[CH:8]=[CH:9][CH:10]=[C:11]2[C:6]=1[CH:5]=[CH:4][CH:3]=[C:2]2[B:17]1[O:18][CH2:19][C:14]([CH3:28])([CH3:13])[CH2:15][O:16]1. Given the reactants Br[C:2]1[C:11]2[C:6](=[C:7]([F:12])[CH:8]=[CH:9][CH:10]=2)[CH:5]=[CH:4][CH:3]=1.[CH3:13][C:14]1([CH3:28])[CH2:19][O:18][B:17]([B:17]2[O:18][CH2:19][C:14]([CH3:28])([CH3:13])[CH2:15][O:16]2)[O:16][CH2:15]1.CC([O-])=O.[K+], predict the reaction product. (9) The product is: [F:1][C:2]1[C:3]([CH3:10])=[C:4]([CH:5]2[C:19]([C:20]([O:22][CH2:23][CH3:24])=[O:21])=[C:18]([CH2:25][CH2:26][CH3:27])[NH:11][C:12]3=[N:13][NH:14][CH:15]=[C:16]23)[CH:7]=[CH:8][CH:9]=1. Given the reactants [F:1][C:2]1[C:3]([CH3:10])=[C:4]([CH:7]=[CH:8][CH:9]=1)[CH:5]=O.[NH2:11][C:12]1[CH:16]=[CH:15][NH:14][N:13]=1.O=[C:18]([CH2:25][CH2:26][CH3:27])[CH2:19][C:20]([O:22][CH2:23][CH3:24])=[O:21], predict the reaction product. (10) Given the reactants CS(O[CH2:6][C:7]1[C:15]2OC(C(=O)C)=CC=2C=C(F)[CH:8]=1)(=O)=O.[C:20]([CH2:23][CH2:24][C:25]1[CH:45]=[CH:44][C:28]([O:29][CH2:30][C:31]2[C:39]3[O:38][C:37]([C:40](O)=[O:41])=[CH:36][C:35]=3[CH:34]=[C:33]([F:43])[CH:32]=2)=[C:27]([CH3:46])[C:26]=1[CH3:47])([OH:22])=[O:21].[C:48](=O)([O-])[O-].[K+].[K+], predict the reaction product. The product is: [C:40]([C:37]1[O:38][C:39]2[C:31]([CH2:30][O:29][C:28]3[CH:44]=[CH:45][C:25]([CH2:24][CH2:23][C:20]([O:22][C:7]([CH3:15])([CH3:8])[CH3:6])=[O:21])=[C:26]([CH3:47])[C:27]=3[CH3:46])=[CH:32][C:33]([F:43])=[CH:34][C:35]=2[CH:36]=1)(=[O:41])[CH3:48].